From a dataset of Full USPTO retrosynthesis dataset with 1.9M reactions from patents (1976-2016). Predict the reactants needed to synthesize the given product. (1) Given the product [Cl:1][C:2]1[CH:3]=[CH:4][C:5]([CH:8]([CH2:9][C:10]2[N:24]=[C:22]([OH:23])[C:21]3[C:20](=[CH:19][CH:18]=[C:17]([Cl:16])[CH:25]=3)[N:26]=2)[CH2:14][C:13]([OH:12])=[O:15])=[CH:6][CH:7]=1, predict the reactants needed to synthesize it. The reactants are: [Cl:1][C:2]1[CH:7]=[CH:6][C:5]([CH:8]2[CH2:14][C:13](=[O:15])[O:12][C:10](=O)[CH2:9]2)=[CH:4][CH:3]=1.[Cl:16][C:17]1[CH:25]=[C:21]([C:22]([NH2:24])=[O:23])[C:20]([NH2:26])=[CH:19][CH:18]=1. (2) Given the product [ClH:18].[Br:1][C:2]1[CH:3]=[CH:4][C:5]([O:10][CH2:11][CH3:12])=[C:6]([CH:9]=1)[CH:7]=[N:17][NH:16][C:13]([NH2:15])=[NH:14], predict the reactants needed to synthesize it. The reactants are: [Br:1][C:2]1[CH:3]=[CH:4][C:5]([O:10][CH2:11][CH3:12])=[C:6]([CH:9]=1)[CH:7]=O.[C:13]([NH:16][NH2:17])([NH2:15])=[NH:14].[ClH:18]. (3) Given the product [Cl:1][C:2]1[N:3]=[C:4]([CH:7]([C:11]2[NH:12][C:13]([C:24]3[CH:29]=[CH:28][CH:27]=[C:26]([F:30])[CH:25]=3)=[C:14]3[C:19](=[O:20])[N:18]([CH3:21])[C:17](=[O:22])[N:16]([CH3:23])[C:15]=23)[CH2:8][CH:9]([OH:35])[CH2:10][OH:39])[S:5][CH:6]=1, predict the reactants needed to synthesize it. The reactants are: [Cl:1][C:2]1[N:3]=[C:4]([CH:7]([C:11]2[NH:12][C:13]([C:24]3[CH:29]=[CH:28][CH:27]=[C:26]([F:30])[CH:25]=3)=[C:14]3[C:19](=[O:20])[N:18]([CH3:21])[C:17](=[O:22])[N:16]([CH3:23])[C:15]=23)[CH2:8][CH:9]=[CH2:10])[S:5][CH:6]=1.C[N+]1([O-])CC[O:35]CC1.[OH2:39].